The task is: Regression. Given a peptide amino acid sequence and an MHC pseudo amino acid sequence, predict their binding affinity value. This is MHC class I binding data.. This data is from Peptide-MHC class I binding affinity with 185,985 pairs from IEDB/IMGT. (1) The peptide sequence is AANEIRISK. The MHC is HLA-B27:05 with pseudo-sequence HLA-B27:05. The binding affinity (normalized) is 0.305. (2) The peptide sequence is LYQNVGTYV. The MHC is H-2-Kd with pseudo-sequence H-2-Kd. The binding affinity (normalized) is 0.818. (3) The peptide sequence is IAASNLEQF. The MHC is HLA-B46:01 with pseudo-sequence HLA-B46:01. The binding affinity (normalized) is 0.642. (4) The peptide sequence is RASLIEVKTC. The MHC is HLA-B57:01 with pseudo-sequence HLA-B57:01. The binding affinity (normalized) is 0.471. (5) The peptide sequence is IASAIVLEFF. The MHC is HLA-B58:01 with pseudo-sequence HLA-B58:01. The binding affinity (normalized) is 0.718. (6) The peptide sequence is LSPGALVV. The MHC is Mamu-A01 with pseudo-sequence Mamu-A01. The binding affinity (normalized) is 0.727. (7) The peptide sequence is SMRSRARHI. The MHC is HLA-A80:01 with pseudo-sequence HLA-A80:01. The binding affinity (normalized) is 0.0847. (8) The peptide sequence is RSCSYKIGHH. The MHC is HLA-A03:01 with pseudo-sequence HLA-A03:01. The binding affinity (normalized) is 0.236. (9) The peptide sequence is VTNRHEEKF. The MHC is HLA-B08:01 with pseudo-sequence HLA-B08:01. The binding affinity (normalized) is 0.213. (10) The peptide sequence is YAQMWTLMYF. The MHC is HLA-B15:01 with pseudo-sequence HLA-B15:01. The binding affinity (normalized) is 0.808.